Dataset: Forward reaction prediction with 1.9M reactions from USPTO patents (1976-2016). Task: Predict the product of the given reaction. (1) Given the reactants N(=[C:3]([C:21]1[CH:26]=[CH:25][N:24]=[CH:23][N:22]=1)[C:4]1[C:9](=[O:10])[N:8]2[C:11]3([CH2:19][CH2:18][CH2:17][CH2:16][CH2:15]3)[NH:12][C:13](=[O:14])[C:7]2=[C:6]([CH3:20])[CH:5]=1)N.CC(C)([O-])C.[K+].[Cl-].[NH4+], predict the reaction product. The product is: [CH3:20][C:6]1[CH:5]=[C:4]([CH2:3][C:21]2[CH:26]=[CH:25][N:24]=[CH:23][N:22]=2)[C:9](=[O:10])[N:8]2[C:11]3([CH2:19][CH2:18][CH2:17][CH2:16][CH2:15]3)[NH:12][C:13](=[O:14])[C:7]=12. (2) Given the reactants [F:1][C:2]([Si](C)(C)C)([F:4])[F:3].[Cl:9][C:10]1[CH:15]=[C:14]([O:16][CH3:17])[CH:13]=[CH:12][C:11]=1[CH:18]([CH3:28])[C:19]([C:21]1[CH:26]=[CH:25][N:24]=[C:23]([CH3:27])[CH:22]=1)=[O:20].O.O.O.[F-].C([N+](CCCC)(CCCC)CCCC)CCC.C([O-])([O-])=O.[Na+].[Na+], predict the reaction product. The product is: [Cl:9][C:10]1[CH:15]=[C:14]([O:16][CH3:17])[CH:13]=[CH:12][C:11]=1[CH:18]([CH3:28])[C:19]([C:21]1[CH:26]=[CH:25][N:24]=[C:23]([CH3:27])[CH:22]=1)([OH:20])[C:2]([F:4])([F:3])[F:1].